Dataset: Reaction yield outcomes from USPTO patents with 853,638 reactions. Task: Predict the reaction yield, written as a fraction of the theoretical maximum amount of product (1.0 means a 100% yield; for example, 0.34 means a 34% yield). (1) The reactants are [CH3:1][O:2][CH2:3][O:4][C:5]1[CH:6]=[CH:7][C:8]([CH2:12][C:13]([CH3:16])([CH3:15])[CH3:14])=[N+:9]([O-])[CH:10]=1.C(Cl)(=O)C1C=CC=CC=1.C[Si]([C:30]#[N:31])(C)C. The catalyst is C(Cl)Cl. The product is [CH3:1][O:2][CH2:3][O:4][C:5]1[C:10]([C:30]#[N:31])=[N:9][C:8]([CH2:12][C:13]([CH3:16])([CH3:15])[CH3:14])=[CH:7][CH:6]=1. The yield is 0.740. (2) The reactants are C(OC(=O)[NH:7][CH:8]([CH2:35][C:36]1[CH:41]=[CH:40][C:39]([F:42])=[CH:38][CH:37]=1)[C:9]([N:11]1[CH2:16][CH2:15][N:14]([CH:17]([C:29](=[O:32])[NH:30][CH3:31])[CH2:18][C:19]2[CH:28]=[CH:27][C:26]3[C:21](=[CH:22][CH:23]=[CH:24][CH:25]=3)[CH:20]=2)[CH2:13][CH:12]1[CH2:33][CH3:34])=[O:10])(C)(C)C.[Cl:44]CCCl. The catalyst is Cl.O1CCOCC1. The product is [ClH:44].[NH2:7][CH:8]([CH2:35][C:36]1[CH:41]=[CH:40][C:39]([F:42])=[CH:38][CH:37]=1)[C:9]([N:11]1[CH2:16][CH2:15][N:14]([CH:17]([CH2:18][C:19]2[CH:28]=[CH:27][C:26]3[C:21](=[CH:22][CH:23]=[CH:24][CH:25]=3)[CH:20]=2)[C:29]([NH:30][CH3:31])=[O:32])[CH2:13][CH:12]1[CH2:33][CH3:34])=[O:10]. The yield is 0.990. (3) The reactants are Cl[S:2]([C:5]1[CH:9]=[CH:8][S:7][C:6]=1[CH2:10][CH2:11][C:12]1[CH:17]=[CH:16][C:15]2[O:18][CH2:19][O:20][C:14]=2[CH:13]=1)(=[O:4])=[O:3].[NH2:21][C:22]1[O:26][N:25]=[C:24]([CH3:27])[C:23]=1[Br:28]. No catalyst specified. The product is [Br:28][C:23]1[C:24]([CH3:27])=[N:25][O:26][C:22]=1[NH:21][S:2]([C:5]1[CH:9]=[CH:8][S:7][C:6]=1[CH2:10][CH2:11][C:12]1[CH:17]=[CH:16][C:15]2[O:18][CH2:19][O:20][C:14]=2[CH:13]=1)(=[O:4])=[O:3]. The yield is 0.300. (4) The reactants are [Br:1][C:2]1[CH:7]=[CH:6][C:5]([NH:8][C:9]2[C:10]([C:18](O)=O)=[CH:11][N:12]([CH3:17])[C:13](=[O:16])[C:14]=2[F:15])=[C:4]([F:21])[CH:3]=1.CCN=C=NCCCN(C)C.C1C=CC2N(O)N=NC=2C=1.[NH2:43][NH:44][C:45]([NH2:47])=[S:46].CCN(CC)CC.C1C=CC(P(C2C=CC=CC=2)C2C=CC=CC=2)=CC=1.C(Cl)(Cl)(Cl)Cl. The catalyst is CN(C=O)C.[NH4+].[Cl-].C(OCC)(=O)C.CC#N.C(Cl)Cl. The product is [NH2:47][C:45]1[S:46][C:18]([C:10]2[C:9]([NH:8][C:5]3[CH:6]=[CH:7][C:2]([Br:1])=[CH:3][C:4]=3[F:21])=[C:14]([F:15])[C:13](=[O:16])[N:12]([CH3:17])[CH:11]=2)=[N:43][N:44]=1. The yield is 0.330. (5) The reactants are [OH-].[Na+].[C:3]([C:5]1[C:10]2[N:11]=[C:12]([NH:14][CH2:15][CH2:16][CH2:17][C:18]([O:20]CC)=[O:19])[O:13][C:9]=2[C:8]([N:23]2[CH2:27][CH2:26][C@H:25]([N:28]([CH3:30])[CH3:29])[CH2:24]2)=[C:7]([C:31]2[CH:36]=[CH:35][CH:34]=[CH:33][CH:32]=2)[C:6]=1[CH3:37])#[N:4].Cl. The catalyst is C(O)C. The product is [C:3]([C:5]1[C:10]2[N:11]=[C:12]([NH:14][CH2:15][CH2:16][CH2:17][C:18]([OH:20])=[O:19])[O:13][C:9]=2[C:8]([N:23]2[CH2:27][CH2:26][C@H:25]([N:28]([CH3:29])[CH3:30])[CH2:24]2)=[C:7]([C:31]2[CH:32]=[CH:33][CH:34]=[CH:35][CH:36]=2)[C:6]=1[CH3:37])#[N:4]. The yield is 0.690. (6) The reactants are [NH2:1][C:2]1[CH:3]=[N:4][N:5]([CH2:22][CH:23]([F:25])[F:24])[C:6]=1[N:7]1[CH2:13][CH2:12][CH2:11][C@@H:10]([N:14]([CH3:21])[C:15](=[O:20])[C:16]([F:19])([F:18])[F:17])[CH2:9][CH2:8]1.CCN(C(C)C)C(C)C.C1CN([P+](ON2N=NC3C=CC=CC2=3)(N2CCCC2)N2CCCC2)CC1.F[P-](F)(F)(F)(F)F.[Br:68][C:69]1[S:70][C:71]([NH:77][C:78]([O:80][C:81]([CH3:84])([CH3:83])[CH3:82])=[O:79])=[C:72]([C:74](O)=[O:75])[N:73]=1. The catalyst is C(Cl)Cl.O. The product is [Br:68][C:69]1[S:70][C:71]([NH:77][C:78](=[O:79])[O:80][C:81]([CH3:83])([CH3:82])[CH3:84])=[C:72]([C:74](=[O:75])[NH:1][C:2]2[CH:3]=[N:4][N:5]([CH2:22][CH:23]([F:25])[F:24])[C:6]=2[N:7]2[CH2:13][CH2:12][CH2:11][C@@H:10]([N:14]([CH3:21])[C:15](=[O:20])[C:16]([F:18])([F:17])[F:19])[CH2:9][CH2:8]2)[N:73]=1. The yield is 0.900. (7) The reactants are [CH3:1][O:2][C:3]([NH:5][N:6]([C:10]([N:12]1[CH2:16][CH2:15][CH2:14][CH:13]1[C:17]1[NH:18][C:19]([C:22]2[CH:27]=[CH:26][C:25](Br)=[CH:24][CH:23]=2)=[CH:20][N:21]=1)=[O:11])[CH:7]([CH3:9])[CH3:8])=[O:4].[CH3:29][C:30]1([CH3:46])[C:34]([CH3:36])([CH3:35])[O:33][B:32]([B:32]2[O:33][C:34]([CH3:36])([CH3:35])[C:30]([CH3:46])([CH3:29])[O:31]2)[O:31]1.CC([O-])=O.[K+]. The catalyst is O1CCOCC1. The product is [CH3:1][O:2][C:3]([NH:5][N:6]([CH:7]([CH3:9])[CH3:8])[C:10]([N:12]1[CH2:16][CH2:15][CH2:14][CH:13]1[C:17]1[NH:18][C:19]([C:22]2[CH:27]=[CH:26][C:25]([B:32]3[O:33][C:34]([CH3:36])([CH3:35])[C:30]([CH3:46])([CH3:29])[O:31]3)=[CH:24][CH:23]=2)=[CH:20][N:21]=1)=[O:11])=[O:4]. The yield is 0.960.